This data is from Peptide-MHC class II binding affinity with 134,281 pairs from IEDB. The task is: Regression. Given a peptide amino acid sequence and an MHC pseudo amino acid sequence, predict their binding affinity value. This is MHC class II binding data. (1) The peptide sequence is GELNIVDKIDAAFKI. The MHC is DRB1_0101 with pseudo-sequence DRB1_0101. The binding affinity (normalized) is 0.585. (2) The peptide sequence is ERLAVMGDTAWDFSS. The binding affinity (normalized) is 0.451. The MHC is DRB1_0404 with pseudo-sequence DRB1_0404. (3) The peptide sequence is YDKFLANVSTVWTGK. The MHC is DRB1_0701 with pseudo-sequence DRB1_0701. The binding affinity (normalized) is 0.740. (4) The MHC is DRB1_0405 with pseudo-sequence DRB1_0405. The peptide sequence is NANPDCKTILKALGPAA. The binding affinity (normalized) is 0.249. (5) The MHC is HLA-DQA10201-DQB10301 with pseudo-sequence HLA-DQA10201-DQB10301. The peptide sequence is EVWNRVWITNNPHMQ. The binding affinity (normalized) is 0.314. (6) The peptide sequence is RQAGVQYSRA. The MHC is DRB1_0802 with pseudo-sequence DRB1_0802. The binding affinity (normalized) is 0.